This data is from Forward reaction prediction with 1.9M reactions from USPTO patents (1976-2016). The task is: Predict the product of the given reaction. (1) The product is: [F:1][CH2:2][CH:3]([CH2:4][F:5])[O:6][C:12]1[N:13]([C:23]2[CH:24]=[CH:25][C:26]([O:29][CH2:30][C:31]([F:33])([F:32])[F:34])=[CH:27][CH:28]=2)[C:14](=[O:22])[C:15]2[CH2:20][C:19](=[O:21])[NH:18][C:16]=2[N:17]=1. Given the reactants [F:1][CH2:2][CH:3]([OH:6])[CH2:4][F:5].[H-].[Na+].CS([C:12]1[N:13]([C:23]2[CH:28]=[CH:27][C:26]([O:29][CH2:30][C:31]([F:34])([F:33])[F:32])=[CH:25][CH:24]=2)[C:14](=[O:22])[C:15]2[CH2:20][C:19](=[O:21])[NH:18][C:16]=2[N:17]=1)=O.C(O)(=O)CC(CC(O)=O)(C(O)=O)O, predict the reaction product. (2) Given the reactants [CH3:1][C:2]([CH3:19])([CH2:8][C:9]1[CH:18]=[CH:17][C:16]2[C:11](=[CH:12][CH:13]=[CH:14][CH:15]=2)[CH:10]=1)[C:3]([O:5]CC)=[O:4].Cl, predict the reaction product. The product is: [CH3:1][C:2]([CH3:19])([CH2:8][C:9]1[CH:18]=[CH:17][C:16]2[C:11](=[CH:12][CH:13]=[CH:14][CH:15]=2)[CH:10]=1)[C:3]([OH:5])=[O:4].